Dataset: Full USPTO retrosynthesis dataset with 1.9M reactions from patents (1976-2016). Task: Predict the reactants needed to synthesize the given product. (1) Given the product [F:1][C:2]1[CH:3]=[C:4]([CH:9]=[C:10]([F:13])[C:11]=1[O:12][CH2:16][C:15]#[CH:14])[C:5]([O:7][CH3:8])=[O:6], predict the reactants needed to synthesize it. The reactants are: [F:1][C:2]1[CH:3]=[C:4]([CH:9]=[C:10]([F:13])[C:11]=1[OH:12])[C:5]([O:7][CH3:8])=[O:6].[CH2:14](Br)[C:15]#[CH:16].C(=O)([O-])[O-].[Cs+].[Cs+]. (2) Given the product [C:36]([O:39][C:40]([CH3:60])([CH3:59])[C:41]([NH:42][C:43]1[CH:48]=[CH:47][CH:46]=[C:45]([C:13]2[N:12]=[C:11]3[N:17]([C:18]4[CH:23]=[CH:22][C:21]([C:24]5([NH:28][C:29]([O:30][C:31]([CH3:33])([CH3:34])[CH3:32])=[O:35])[CH2:27][CH2:26][CH2:25]5)=[CH:20][CH:19]=4)[C:8]([C:7]4[C:2]([NH2:1])=[N:3][CH:4]=[CH:5][CH:6]=4)=[N:9][C:10]3=[CH:15][CH:14]=2)[CH:44]=1)=[O:58])(=[O:38])[CH3:37], predict the reactants needed to synthesize it. The reactants are: [NH2:1][C:2]1[C:7]([C:8]2[N:17]([C:18]3[CH:23]=[CH:22][C:21]([C:24]4([NH:28][C:29](=[O:35])[O:30][C:31]([CH3:34])([CH3:33])[CH3:32])[CH2:27][CH2:26][CH2:25]4)=[CH:20][CH:19]=3)[C:11]3=[N:12][C:13](Cl)=[CH:14][CH:15]=[C:10]3[N:9]=2)=[CH:6][CH:5]=[CH:4][N:3]=1.[C:36]([O:39][C:40]([CH3:60])([CH3:59])[C:41](=[O:58])[NH:42][C:43]1[CH:48]=[CH:47][CH:46]=[C:45](B2OC(C)(C)C(C)(C)O2)[CH:44]=1)(=[O:38])[CH3:37].P([O-])([O-])([O-])=O.[K+].[K+].[K+].